Dataset: Reaction yield outcomes from USPTO patents with 853,638 reactions. Task: Predict the reaction yield, written as a fraction of the theoretical maximum amount of product (1.0 means a 100% yield; for example, 0.34 means a 34% yield). (1) The reactants are [C:1]([C:5]1[CH:10]=[C:9]([F:11])[C:8]([N+:12]([O-])=O)=[CH:7][C:6]=1[OH:15])([CH3:4])([CH3:3])[CH3:2].C([O-])=O.[NH4+]. The catalyst is CCO.[Pd]. The product is [C:1]([C:5]1[CH:10]=[C:9]([F:11])[C:8]([NH2:12])=[CH:7][C:6]=1[OH:15])([CH3:4])([CH3:2])[CH3:3]. The yield is 0.830. (2) The reactants are [CH3:1][CH:2]([C:4]1[N:8]([CH2:9][C:10]2[C:19]3[C:14](=[CH:15][CH:16]=[CH:17][CH:18]=3)[CH:13]=[CH:12][CH:11]=2)[C:7]2[CH:20]=[C:21]([N:27]3[CH2:32][CH2:31][O:30][CH2:29][CH2:28]3)[CH:22]=[C:23]([N+:24]([O-])=O)[C:6]=2[N:5]=1)[CH3:3].C([O-])([O-])=O.[Na+].[Na+]. The catalyst is CO. The product is [CH3:3][CH:2]([C:4]1[N:8]([CH2:9][C:10]2[C:19]3[C:14](=[CH:15][CH:16]=[CH:17][CH:18]=3)[CH:13]=[CH:12][CH:11]=2)[C:7]2[CH:20]=[C:21]([N:27]3[CH2:28][CH2:29][O:30][CH2:31][CH2:32]3)[CH:22]=[C:23]([NH2:24])[C:6]=2[N:5]=1)[CH3:1]. The yield is 0.810. (3) The reactants are [O:1]1[C:5]2[CH:6]=[CH:7][C:8]([C:10]3([C:13]([NH:15][C:16]4[N:21]=[C:20]([C:22]5[C:23]([O:28]C)=[N:24][CH:25]=[CH:26][CH:27]=5)[C:19]([CH3:30])=[C:18]([CH3:31])[CH:17]=4)=[O:14])[CH2:12][CH2:11]3)=[CH:9][C:4]=2[CH2:3][CH2:2]1.[Si](I)(C)(C)C.CO.C(OCC)(=O)C. The catalyst is CC#N. The product is [O:1]1[C:5]2[CH:6]=[CH:7][C:8]([C:10]3([C:13]([NH:15][C:16]4[CH:17]=[C:18]([CH3:31])[C:19]([CH3:30])=[C:20]([C:22]5[C:23](=[O:28])[NH:24][CH:25]=[CH:26][CH:27]=5)[N:21]=4)=[O:14])[CH2:12][CH2:11]3)=[CH:9][C:4]=2[CH2:3][CH2:2]1. The yield is 0.810. (4) The reactants are C(Cl)(=O)C(Cl)=O.CS(C)=O.[CH3:11][C:12]1[CH:25]=[CH:24][C:15]([CH2:16][N:17]2[CH2:22][CH2:21][CH:20]([OH:23])[CH2:19][CH2:18]2)=[CH:14][CH:13]=1.C(N(CC)CC)C.[Cl-].[NH4+]. The catalyst is C(Cl)Cl. The product is [CH3:11][C:12]1[CH:13]=[CH:14][C:15]([CH2:16][N:17]2[CH2:18][CH2:19][C:20](=[O:23])[CH2:21][CH2:22]2)=[CH:24][CH:25]=1. The yield is 0.810. (5) The reactants are Br[C:2]1[CH:8]=[C:7]([N+:9]([O-:11])=[O:10])[C:6]([F:12])=[CH:5][C:3]=1[NH2:4].C[C:14]([CH3:27])([C:25]#[CH:26])[C:15]([O:17][C:18](=[O:24])[C:19]([CH3:23])([CH3:22])[C:20]#[CH:21])=O.[CH3:28][CH2:29]N(CC)CC. The catalyst is [Cu]I.Cl[Pd](Cl)([P](C1C=CC=CC=1)(C1C=CC=CC=1)C1C=CC=CC=1)[P](C1C=CC=CC=1)(C1C=CC=CC=1)C1C=CC=CC=1. The product is [NH2:4][C:3]1[CH:5]=[C:6]([F:12])[C:7]([N+:9]([O-:11])=[O:10])=[CH:8][C:2]=1[C:21]#[C:20][C:19]([CH3:22])([CH3:23])[C:18]([O:17][CH2:15][C:14]1[CH:25]=[CH:26][CH:29]=[CH:28][CH:27]=1)=[O:24]. The yield is 0.560. (6) The reactants are [Al+3].[Cl-].[Cl-].[Cl-].[Cl:5][CH2:6][C:7](Cl)=[O:8].[F:10][C:11]([F:25])([F:24])[C:12]([NH:14][C@H:15]1[C:23]2[C:18](=[CH:19][CH:20]=[CH:21][CH:22]=2)[CH2:17][CH2:16]1)=[O:13]. The catalyst is ClCCCl. The product is [Cl:5][CH2:6][C:7]([C:21]1[CH:22]=[C:23]2[C:18]([CH2:17][CH2:16][C@H:15]2[NH:14][C:12](=[O:13])[C:11]([F:24])([F:10])[F:25])=[CH:19][CH:20]=1)=[O:8]. The yield is 0.480.